Dataset: Catalyst prediction with 721,799 reactions and 888 catalyst types from USPTO. Task: Predict which catalyst facilitates the given reaction. (1) Reactant: [CH3:1][CH:2]1[CH2:6][CH2:5][CH2:4][N:3]1[C:7]1([C:12]#[N:13])[CH2:11][CH2:10][CH2:9][CH2:8]1.[C:14]1([Li])[CH:19]=[CH:18][CH:17]=[CH:16][CH:15]=1.CO.[BH4-].[Na+]. Product: [NH3:3].[CH3:1][CH:2]1[CH2:6][CH2:5][CH2:4][N:3]1[C:7]1([CH:12]([NH2:13])[C:14]2[CH:19]=[CH:18][CH:17]=[CH:16][CH:15]=2)[CH2:11][CH2:10][CH2:9][CH2:8]1. The catalyst class is: 1. (2) Reactant: [CH3:1][O:2][C:3]1[CH:4]=[C:5]2[C:10](=[CH:11][C:12]=1[O:13][CH3:14])[N:9]=[CH:8][CH:7]=[C:6]2[O:15][C:16]1[CH:21]=[CH:20][C:19]([NH:22][C:23](=O)[CH2:24][O:25][C:26]2[CH:31]=[CH:30][CH:29]=[CH:28][CH:27]=2)=[CH:18][CH:17]=1.Cl.[OH-].[Na+]. Product: [CH3:1][O:2][C:3]1[CH:4]=[C:5]2[C:10](=[CH:11][C:12]=1[O:13][CH3:14])[N:9]=[CH:8][CH:7]=[C:6]2[O:15][C:16]1[CH:21]=[CH:20][C:19]([NH:22][CH2:23][CH2:24][O:25][C:26]2[CH:31]=[CH:30][CH:29]=[CH:28][CH:27]=2)=[CH:18][CH:17]=1. The catalyst class is: 7. (3) Reactant: [ClH:1].[CH2:2]([O:9][C:10]1[CH:15]=[CH:14][N:13]([C:16]2[CH:17]=[CH:18][C:19]3[C:20]4[CH2:30][N:29]([CH3:31])[CH2:28][CH2:27][CH2:26][C:21]=4[N:22]([CH3:25])[C:23]=3[CH:24]=2)[C:12](=[O:32])[CH:11]=1)[C:3]1[CH:8]=[CH:7][CH:6]=[CH:5][CH:4]=1. Product: [ClH:1].[CH2:2]([O:9][C:10]1[CH:15]=[CH:14][N:13]([C:16]2[CH:17]=[CH:18][C:19]3[C:20]4[CH2:30][N:29]([CH3:31])[CH2:28][CH2:27][CH2:26][C:21]=4[N:22]([CH3:25])[C:23]=3[CH:24]=2)[C:12](=[O:32])[CH:11]=1)[C:3]1[CH:4]=[CH:5][CH:6]=[CH:7][CH:8]=1. The catalyst class is: 5.